This data is from Catalyst prediction with 721,799 reactions and 888 catalyst types from USPTO. The task is: Predict which catalyst facilitates the given reaction. (1) Reactant: [Cl:1][CH:2]([O:6][C:7]([NH:9][CH2:10][C:11]1([CH2:17][C:18]([OH:20])=[O:19])[CH2:16][CH2:15][CH2:14][CH2:13][CH2:12]1)=[O:8])[CH2:3][CH2:4][CH3:5].[CH2:21](O)[C:22]1[CH:27]=[CH:26][CH:25]=[CH:24][CH:23]=1.C1(N=C=NC2CCCCC2)CCCCC1. Product: [Cl:1][CH:2]([O:6][C:7]([NH:9][CH2:10][C:11]1([CH2:17][C:18]([O:20][CH2:21][C:22]2[CH:27]=[CH:26][CH:25]=[CH:24][CH:23]=2)=[O:19])[CH2:16][CH2:15][CH2:14][CH2:13][CH2:12]1)=[O:8])[CH2:3][CH2:4][CH3:5]. The catalyst class is: 154. (2) Reactant: [Si]([O:8][CH2:9][C:10]([C:13]1[CH:14]=[C:15]([C:29]2[N:34]=[C:33]([CH3:35])[N:32]=[C:31]([NH2:36])[N:30]=2)[C:16]([NH:19][C:20]2[CH:21]=[N:22][C:23]([O:27][CH3:28])=[C:24]([F:26])[CH:25]=2)=[N:17][CH:18]=1)([CH3:12])[CH3:11])(C(C)(C)C)(C)C. Product: [NH2:36][C:31]1[N:32]=[C:33]([CH3:35])[N:34]=[C:29]([C:15]2[CH:14]=[C:13]([C:10]([CH3:12])([CH3:11])[CH2:9][OH:8])[CH:18]=[N:17][C:16]=2[NH:19][C:20]2[CH:21]=[N:22][C:23]([O:27][CH3:28])=[C:24]([F:26])[CH:25]=2)[N:30]=1. The catalyst class is: 1.